From a dataset of Catalyst prediction with 721,799 reactions and 888 catalyst types from USPTO. Predict which catalyst facilitates the given reaction. (1) Reactant: C(OC([NH:8][CH:9]([C:13]1[CH:18]=[CH:17][CH:16]=[CH:15][CH:14]=1)[C:10]([OH:12])=O)=O)(C)(C)C.ClC1N=C(OC)N=C(OC)N=1.CN1CCOCC1.[Cl:37][C:38]1[CH:43]=[CH:42][C:41]([NH:44][CH2:45][CH2:46][C:47]2[CH:52]=[CH:51][C:50]([C:53]([F:56])([F:55])[F:54])=[CH:49][CH:48]=2)=[CH:40][CH:39]=1.C(O)(C(F)(F)F)=O. Product: [NH2:8][CH:9]([C:13]1[CH:14]=[CH:15][CH:16]=[CH:17][CH:18]=1)[C:10]([N:44]([C:41]1[CH:40]=[CH:39][C:38]([Cl:37])=[CH:43][CH:42]=1)[CH2:45][CH2:46][C:47]1[CH:52]=[CH:51][C:50]([C:53]([F:54])([F:55])[F:56])=[CH:49][CH:48]=1)=[O:12]. The catalyst class is: 795. (2) Product: [F:14][C:15]1[CH:23]=[N:22][CH:21]=[CH:20][C:16]=1[C:17]([NH:1][C:2]1[CH:7]=[C:6]([C:8]([F:9])([F:10])[F:11])[C:5]([Cl:12])=[CH:4][C:3]=1[OH:13])=[O:18]. The catalyst class is: 6. Reactant: [NH2:1][C:2]1[CH:7]=[C:6]([C:8]([F:11])([F:10])[F:9])[C:5]([Cl:12])=[CH:4][C:3]=1[OH:13].[F:14][C:15]1[CH:23]=[N:22][CH:21]=[CH:20][C:16]=1[C:17](O)=[O:18].CCN=C=NCCCN(C)C.N1C=CC=CC=1. (3) Reactant: [OH-].[Na+].[CH:3]1[C:16]2[C:15](=[O:17])[C:14]3[C:9](=[CH:10][CH:11]=[CH:12][CH:13]=3)[C:8](=[O:18])[C:7]=2[CH:6]=[CH:5][CH:4]=1.[Na:19].OC1C2C(C(O)=C3C=1CC=CC3)=CC=CC=2.C1(=O)C2C(=CC3C(C=2)=CC=CC=3)C=CC1=O. Product: [Na:19].[CH:10]1[C:9]2[C:14](=[C:15]([OH:17])[C:16]3[C:7]([C:8]=2[OH:18])=[CH:6][CH:5]=[CH:4][CH:3]=3)[CH:13]=[CH:12][CH:11]=1. The catalyst class is: 6. (4) Reactant: [Cl:1][C:2]1[CH:12]=[C:11]([F:13])[CH:10]=[CH:9][C:3]=1[C:4]([N:6]=[C:7]=[O:8])=[O:5].[CH3:14][O:15][C:16]1[CH:21]=[C:20]([C:22]2[NH:26][C:25]([CH3:27])=[N:24][N:23]=2)[CH:19]=[CH:18][C:17]=1[NH2:28]. Product: [Cl:1][C:2]1[CH:12]=[C:11]([F:13])[CH:10]=[CH:9][C:3]=1[C:4]([NH:6][C:7]([NH:28][C:17]1[CH:18]=[CH:19][C:20]([C:22]2[NH:26][C:25]([CH3:27])=[N:24][N:23]=2)=[CH:21][C:16]=1[O:15][CH3:14])=[O:8])=[O:5]. The catalyst class is: 10. (5) Reactant: C(OC([NH:8][C:9]1[CH:14]=[CH:13][C:12]([NH:15][C:16]2[C:21]([CH3:22])=[CH:20][N:19]=[C:18]([Cl:23])[N:17]=2)=[CH:11][C:10]=1[CH2:24][CH2:25][C:26]1[CH:27]=[C:28]([NH:32]C(=O)OC(C)(C)C)[CH:29]=[CH:30][CH:31]=1)=O)(C)(C)C.CO.[ClH:42]. Product: [ClH:23].[ClH:42].[ClH:23].[NH2:32][C:28]1[CH:27]=[C:26]([CH2:25][CH2:24][C:10]2[CH:11]=[C:12]([NH:15][C:16]3[C:21]([CH3:22])=[CH:20][N:19]=[C:18]([Cl:23])[N:17]=3)[CH:13]=[CH:14][C:9]=2[NH2:8])[CH:31]=[CH:30][CH:29]=1. The catalyst class is: 12. (6) Reactant: [CH3:1][C:2]1[CH:7]=[C:6]([N+:8]([O-:10])=[O:9])[CH:5]=[CH:4][C:3]=1[C:11]([F:14])([F:13])[F:12].C1C(=O)N([Br:22])C(=O)C1. Product: [Br:22][CH2:1][C:2]1[CH:7]=[C:6]([N+:8]([O-:10])=[O:9])[CH:5]=[CH:4][C:3]=1[C:11]([F:12])([F:13])[F:14]. The catalyst class is: 340. (7) Reactant: [CH3:1][CH:2]1[CH2:7][NH:6][CH:5]([C:8]([F:11])([F:10])[F:9])[CH2:4][NH:3]1.[C:12](O[C:12]([O:14][C:15]([CH3:18])([CH3:17])[CH3:16])=[O:13])([O:14][C:15]([CH3:18])([CH3:17])[CH3:16])=[O:13]. Product: [C:15]([O:14][C:12]([N:3]1[CH2:4][CH:5]([C:8]([F:11])([F:9])[F:10])[NH:6][CH2:7][CH:2]1[CH3:1])=[O:13])([CH3:18])([CH3:17])[CH3:16]. The catalyst class is: 4. (8) Reactant: [Br:1][C:2]1[CH:22]=[CH:21][C:5]([C:6]([NH:8][C:9]2[CH:10]=[C:11]3[C:15](=[CH:16][CH:17]=2)[N:14]([CH3:18])[C:13]([CH2:19][OH:20])=[CH:12]3)=[O:7])=[CH:4][CH:3]=1.C(N(CC)CC)C. Product: [Br:1][C:2]1[CH:22]=[CH:21][C:5]([C:6]([NH:8][C:9]2[CH:10]=[C:11]3[C:15](=[CH:16][CH:17]=2)[N:14]([CH3:18])[C:13]([CH:19]=[O:20])=[CH:12]3)=[O:7])=[CH:4][CH:3]=1. The catalyst class is: 16. (9) Reactant: [CH2:1]([O:3][C:4]([C:6]1[O:7][C:8]2[CH:15]=[C:14]([OH:16])[C:13]([Cl:17])=[CH:12][C:9]=2[C:10]=1[CH3:11])=[O:5])[CH3:2].[C:18]([O:22][C:23]([N:25]1[CH2:30][CH2:29][CH:28](O)[CH2:27][CH2:26]1)=[O:24])([CH3:21])([CH3:20])[CH3:19].C1(P(C2C=CC=CC=2)C2C=CC=CC=2)C=CC=CC=1.CC(OC(/N=N/C(OC(C)C)=O)=O)C. Product: [C:18]([O:22][C:23]([N:25]1[CH2:30][CH2:29][CH:28]([O:16][C:14]2[C:13]([Cl:17])=[CH:12][C:9]3[C:10]([CH3:11])=[C:6]([C:4]([O:3][CH2:1][CH3:2])=[O:5])[O:7][C:8]=3[CH:15]=2)[CH2:27][CH2:26]1)=[O:24])([CH3:21])([CH3:19])[CH3:20]. The catalyst class is: 1. (10) Reactant: [F:1][C:2]1[CH:24]=[CH:23][CH:22]=[CH:21][C:3]=1[O:4][C:5]1[C:18](=[O:19])[N:17]([CH3:20])[C:8]2[N:9]=[C:10](S(C)(=O)=O)[N:11]=[CH:12][C:7]=2[CH:6]=1.[NH2:25][C@H:26]1[CH2:31][CH2:30][C@H:29]([OH:32])[CH2:28][CH2:27]1. Product: [F:1][C:2]1[CH:24]=[CH:23][CH:22]=[CH:21][C:3]=1[O:4][C:5]1[C:18](=[O:19])[N:17]([CH3:20])[C:8]2[N:9]=[C:10]([NH:25][CH:26]3[CH2:31][CH2:30][CH:29]([OH:32])[CH2:28][CH2:27]3)[N:11]=[CH:12][C:7]=2[CH:6]=1. The catalyst class is: 60.